Regression. Given two drug SMILES strings and cell line genomic features, predict the synergy score measuring deviation from expected non-interaction effect. From a dataset of NCI-60 drug combinations with 297,098 pairs across 59 cell lines. Drug 1: COC1=NC(=NC2=C1N=CN2C3C(C(C(O3)CO)O)O)N. Drug 2: CC1C(C(CC(O1)OC2CC(CC3=C2C(=C4C(=C3O)C(=O)C5=CC=CC=C5C4=O)O)(C(=O)C)O)N)O. Cell line: HCC-2998. Synergy scores: CSS=50.3, Synergy_ZIP=-4.85, Synergy_Bliss=-6.33, Synergy_Loewe=-75.2, Synergy_HSA=-6.46.